Dataset: Experimentally validated miRNA-target interactions with 360,000+ pairs, plus equal number of negative samples. Task: Binary Classification. Given a miRNA mature sequence and a target amino acid sequence, predict their likelihood of interaction. The miRNA is hsa-miR-3181 with sequence AUCGGGCCCUCGGCGCCGG. The protein sequence of the target gene is MSASAATGVFVLSLSAIPVTYIFNHLAAQHDSWTIVGVAALILLLVALLARVLVRRKPPRDPLFYVYAVFGFTSVVNLIIGLEQDGIIDGFMTHYLREGEPYLNTAYGHMICYWDGSVHYLMYLVMVAAIAWEESYRTIGLYWVGSIIMSIVVFVPGNIVGKYGTRICPAFFLSIPYTCLPVWAGFRIYNQPSENYNYPSKVLQEAQAKALLRRPFDLVLVLCLFLATGFCLFRGLIALDCPAELCRLYTQFQEPYLKDPAAYPKIQMLAYMFYSVPYFVIALYGLVVPGCSWMPDITLV.... Result: 0 (no interaction).